Dataset: Full USPTO retrosynthesis dataset with 1.9M reactions from patents (1976-2016). Task: Predict the reactants needed to synthesize the given product. Given the product [C:25]([O:24][C:22]([NH:21][C:6]1([C:4]([OH:5])=[O:3])[CH2:7][CH2:8][N:9]([C:12]2[C:13]3[CH:20]=[CH:19][NH:18][C:14]=3[N:15]=[CH:16][N:17]=2)[CH2:10][CH2:11]1)=[O:23])([CH3:28])([CH3:26])[CH3:27], predict the reactants needed to synthesize it. The reactants are: C([O:3][C:4]([C:6]1([NH:21][C:22]([O:24][C:25]([CH3:28])([CH3:27])[CH3:26])=[O:23])[CH2:11][CH2:10][N:9]([C:12]2[C:13]3[CH:20]=[CH:19][NH:18][C:14]=3[N:15]=[CH:16][N:17]=2)[CH2:8][CH2:7]1)=[O:5])C.[OH-].[Na+].